Dataset: Reaction yield outcomes from USPTO patents with 853,638 reactions. Task: Predict the reaction yield, written as a fraction of the theoretical maximum amount of product (1.0 means a 100% yield; for example, 0.34 means a 34% yield). The product is [F:18][C:13]1[CH:14]=[CH:15][CH:16]=[C:17]2[C:12]=1[C:11]([NH2:19])=[N:10][C:9]2([C:4]1[CH:5]=[CH:6][C:7]([F:8])=[C:2]([C:34]2[CH:35]=[N:30][CH:31]=[N:32][CH:33]=2)[CH:3]=1)[C:20]1[CH:25]=[CH:24][N:23]=[C:22]([C:26]([F:29])([F:27])[F:28])[CH:21]=1. The yield is 0.510. The catalyst is CN(C=O)C.C1C=CC(P(C2C=CC=CC=2)[C-]2C=CC=C2)=CC=1.C1C=CC(P(C2C=CC=CC=2)[C-]2C=CC=C2)=CC=1.Cl[Pd]Cl.[Fe+2]. The reactants are Br[C:2]1[CH:3]=[C:4]([C:9]2([C:20]3[CH:25]=[CH:24][N:23]=[C:22]([C:26]([F:29])([F:28])[F:27])[CH:21]=3)[C:17]3[C:12](=[C:13]([F:18])[CH:14]=[CH:15][CH:16]=3)[C:11]([NH2:19])=[N:10]2)[CH:5]=[CH:6][C:7]=1[F:8].[N:30]1[CH:35]=[C:34](B(O)O)[CH:33]=[N:32][CH:31]=1.C(=O)([O-])[O-].[K+].[K+].